The task is: Regression. Given two drug SMILES strings and cell line genomic features, predict the synergy score measuring deviation from expected non-interaction effect.. This data is from NCI-60 drug combinations with 297,098 pairs across 59 cell lines. (1) Drug 1: CN1CCC(CC1)COC2=C(C=C3C(=C2)N=CN=C3NC4=C(C=C(C=C4)Br)F)OC. Drug 2: CC(C)NC(=O)C1=CC=C(C=C1)CNNC.Cl. Cell line: IGROV1. Synergy scores: CSS=62.4, Synergy_ZIP=8.70, Synergy_Bliss=12.8, Synergy_Loewe=-32.8, Synergy_HSA=11.0. (2) Drug 1: CCC1(CC2CC(C3=C(CCN(C2)C1)C4=CC=CC=C4N3)(C5=C(C=C6C(=C5)C78CCN9C7C(C=CC9)(C(C(C8N6C=O)(C(=O)OC)O)OC(=O)C)CC)OC)C(=O)OC)O.OS(=O)(=O)O. Drug 2: C1=NC2=C(N1)C(=S)N=CN2. Cell line: RPMI-8226. Synergy scores: CSS=44.4, Synergy_ZIP=1.27, Synergy_Bliss=1.55, Synergy_Loewe=-7.90, Synergy_HSA=3.64. (3) Drug 1: CCCS(=O)(=O)NC1=C(C(=C(C=C1)F)C(=O)C2=CNC3=C2C=C(C=N3)C4=CC=C(C=C4)Cl)F. Drug 2: N.N.Cl[Pt+2]Cl. Cell line: CAKI-1. Synergy scores: CSS=6.27, Synergy_ZIP=-2.79, Synergy_Bliss=-1.81, Synergy_Loewe=-0.131, Synergy_HSA=-0.260. (4) Drug 1: CC1C(C(=O)NC(C(=O)N2CCCC2C(=O)N(CC(=O)N(C(C(=O)O1)C(C)C)C)C)C(C)C)NC(=O)C3=C4C(=C(C=C3)C)OC5=C(C(=O)C(=C(C5=N4)C(=O)NC6C(OC(=O)C(N(C(=O)CN(C(=O)C7CCCN7C(=O)C(NC6=O)C(C)C)C)C)C(C)C)C)N)C. Drug 2: C1CC(C1)(C(=O)O)C(=O)O.[NH2-].[NH2-].[Pt+2]. Cell line: HOP-62. Synergy scores: CSS=-2.22, Synergy_ZIP=-4.99, Synergy_Bliss=-7.99, Synergy_Loewe=-11.9, Synergy_HSA=-8.57. (5) Drug 1: COC1=NC(=NC2=C1N=CN2C3C(C(C(O3)CO)O)O)N. Drug 2: C1=NNC2=C1C(=O)NC=N2. Cell line: ACHN. Synergy scores: CSS=-2.01, Synergy_ZIP=1.79, Synergy_Bliss=2.10, Synergy_Loewe=-1.79, Synergy_HSA=-1.33. (6) Drug 1: C#CCC(CC1=CN=C2C(=N1)C(=NC(=N2)N)N)C3=CC=C(C=C3)C(=O)NC(CCC(=O)O)C(=O)O. Drug 2: C1CC(=O)NC(=O)C1N2C(=O)C3=CC=CC=C3C2=O. Cell line: 786-0. Synergy scores: CSS=2.91, Synergy_ZIP=-0.786, Synergy_Bliss=1.01, Synergy_Loewe=3.19, Synergy_HSA=0.292. (7) Drug 1: C1CC(C1)(C(=O)O)C(=O)O.[NH2-].[NH2-].[Pt+2]. Drug 2: C1C(C(OC1N2C=NC3=C2NC=NCC3O)CO)O. Cell line: NCI-H460. Synergy scores: CSS=18.2, Synergy_ZIP=1.41, Synergy_Bliss=1.29, Synergy_Loewe=-1.61, Synergy_HSA=-1.99. (8) Drug 1: CNC(=O)C1=NC=CC(=C1)OC2=CC=C(C=C2)NC(=O)NC3=CC(=C(C=C3)Cl)C(F)(F)F. Drug 2: CC1C(C(CC(O1)OC2CC(CC3=C2C(=C4C(=C3O)C(=O)C5=CC=CC=C5C4=O)O)(C(=O)C)O)N)O. Cell line: SK-MEL-5. Synergy scores: CSS=68.5, Synergy_ZIP=2.06, Synergy_Bliss=2.94, Synergy_Loewe=-3.61, Synergy_HSA=4.33. (9) Drug 1: CCCS(=O)(=O)NC1=C(C(=C(C=C1)F)C(=O)C2=CNC3=C2C=C(C=N3)C4=CC=C(C=C4)Cl)F. Drug 2: CN(C(=O)NC(C=O)C(C(C(CO)O)O)O)N=O. Cell line: OVCAR-5. Synergy scores: CSS=-6.83, Synergy_ZIP=2.39, Synergy_Bliss=-3.06, Synergy_Loewe=-9.02, Synergy_HSA=-8.84. (10) Drug 1: CN(CC1=CN=C2C(=N1)C(=NC(=N2)N)N)C3=CC=C(C=C3)C(=O)NC(CCC(=O)O)C(=O)O. Drug 2: C1=NNC2=C1C(=O)NC=N2. Cell line: HOP-92. Synergy scores: CSS=0.337, Synergy_ZIP=0.489, Synergy_Bliss=-2.47, Synergy_Loewe=-18.1, Synergy_HSA=-10.5.